From a dataset of Catalyst prediction with 721,799 reactions and 888 catalyst types from USPTO. Predict which catalyst facilitates the given reaction. (1) Reactant: [CH3:1][C:2]1[CH:7]=[CH:6][CH:5]=[C:4]([CH3:8])[C:3]=1[CH2:9][CH2:10][CH2:11]O.C(Br)(Br)(Br)[Br:14].C1C=CC(P(C2C=CC=CC=2)C2C=CC=CC=2)=CC=1. Product: [Br:14][CH2:11][CH2:10][CH2:9][C:3]1[C:2]([CH3:1])=[CH:7][CH:6]=[CH:5][C:4]=1[CH3:8]. The catalyst class is: 2. (2) Reactant: [CH2:1]([Li])CCC.[Br:6][C:7]1[CH:14]=[C:13]([C:15]([CH3:18])([CH3:17])[CH3:16])[CH:12]=[CH:11][C:8]=1[CH:9]=O. Product: [Br:6][C:7]1[CH:14]=[C:13]([C:15]([CH3:18])([CH3:17])[CH3:16])[CH:12]=[CH:11][C:8]=1[CH:9]=[CH2:1]. The catalyst class is: 307.